Dataset: Peptide-MHC class I binding affinity with 185,985 pairs from IEDB/IMGT. Task: Regression. Given a peptide amino acid sequence and an MHC pseudo amino acid sequence, predict their binding affinity value. This is MHC class I binding data. (1) The peptide sequence is RPQKRPSCI. The MHC is HLA-B40:01 with pseudo-sequence HLA-B40:01. The binding affinity (normalized) is 0. (2) The peptide sequence is SMELPSFGV. The MHC is HLA-A24:02 with pseudo-sequence HLA-A24:02. The binding affinity (normalized) is 0.0847. (3) The peptide sequence is KRIRLKHIF. The MHC is HLA-B73:01 with pseudo-sequence HLA-B73:01. The binding affinity (normalized) is 0.0944. (4) The peptide sequence is GLLSSKFKA. The MHC is HLA-A66:01 with pseudo-sequence HLA-A66:01. The binding affinity (normalized) is 0.213. (5) The peptide sequence is MQYEVTQHA. The MHC is HLA-B15:42 with pseudo-sequence HLA-B15:42. The binding affinity (normalized) is 0.278. (6) The peptide sequence is ADVEFCLSL. The MHC is H-2-Kb with pseudo-sequence H-2-Kb. The binding affinity (normalized) is 0.266.